From a dataset of Full USPTO retrosynthesis dataset with 1.9M reactions from patents (1976-2016). Predict the reactants needed to synthesize the given product. (1) Given the product [F:1][CH2:2][C:3]([C:7]1[CH:11]=[C:10]([NH:12][C:13]([NH:46][C:45]2[CH:47]=[CH:48][CH:49]=[C:43]([S:42][C:33]3[C:32]4[C:37](=[CH:38][C:39]([O:40][CH3:41])=[C:30]([O:29][CH3:28])[CH:31]=4)[N:36]=[CH:35][N:34]=3)[CH:44]=2)=[O:21])[N:9]([C:22]2[CH:27]=[CH:26][CH:25]=[CH:24][CH:23]=2)[N:8]=1)([CH3:6])[CH2:4][F:5], predict the reactants needed to synthesize it. The reactants are: [F:1][CH2:2][C:3]([C:7]1[CH:11]=[C:10]([NH:12][C:13](=[O:21])OC2C=CC=CC=2)[N:9]([C:22]2[CH:27]=[CH:26][CH:25]=[CH:24][CH:23]=2)[N:8]=1)([CH3:6])[CH2:4][F:5].[CH3:28][O:29][C:30]1[CH:31]=[C:32]2[C:37](=[CH:38][C:39]=1[O:40][CH3:41])[N:36]=[CH:35][N:34]=[C:33]2[S:42][C:43]1[CH:44]=[C:45]([CH:47]=[CH:48][CH:49]=1)[NH2:46].C(N(CC)C(C)C)(C)C. (2) Given the product [Cl:1][C:2]1[CH:7]=[CH:6][CH:5]=[CH:4][C:3]=1[S:8][CH2:14][CH2:13][CH2:12][Br:11], predict the reactants needed to synthesize it. The reactants are: [Cl:1][C:2]1[CH:7]=[CH:6][CH:5]=[CH:4][C:3]=1[SH:8].[H-].[Na+].[Br:11][CH2:12][CH2:13][CH2:14]Br.